Dataset: Full USPTO retrosynthesis dataset with 1.9M reactions from patents (1976-2016). Task: Predict the reactants needed to synthesize the given product. (1) Given the product [NH2:27][C:28]1[N:33]=[C:32]([C:34]2[CH:39]=[CH:38][C:37]([CH2:40][C@H:41]([NH:45][C:46]([O:48][C:49]([CH3:52])([CH3:51])[CH3:50])=[O:47])[C:42]([OH:44])=[O:43])=[CH:36][CH:35]=2)[CH:31]=[C:30]([O:26][CH:21]([C:18]2[CH:19]=[CH:20][C:15]([C:13]3[CH:12]=[CH:11][CH:10]=[C:9]([O:8][CH3:7])[N:14]=3)=[CH:16][CH:17]=2)[C:22]([F:23])([F:24])[F:25])[N:29]=1, predict the reactants needed to synthesize it. The reactants are: C([O-])([O-])=O.[Cs+].[Cs+].[CH3:7][O:8][C:9]1[N:14]=[C:13]([C:15]2[CH:20]=[CH:19][C:18]([CH:21]([OH:26])[C:22]([F:25])([F:24])[F:23])=[CH:17][CH:16]=2)[CH:12]=[CH:11][CH:10]=1.[NH2:27][C:28]1[N:33]=[C:32]([C:34]2[CH:39]=[CH:38][C:37]([CH2:40][C@H:41]([NH:45][C:46]([O:48][C:49]([CH3:52])([CH3:51])[CH3:50])=[O:47])[C:42]([OH:44])=[O:43])=[CH:36][CH:35]=2)[CH:31]=[C:30](Cl)[N:29]=1.O. (2) Given the product [F:27][C:24]1[CH:25]=[CH:26][C:21]([CH:8]([C:5]2[CH:4]=[CH:3][C:2]([C:37]3[CH:36]=[CH:35][C:34]([C:33]4[NH:32][N:31]=[N:30][N:29]=4)=[CH:39][CH:38]=3)=[CH:7][CH:6]=2)[CH2:9]/[C:10](/[C:13]2[CH:14]=[CH:15][C:16](=[O:20])[N:17]([CH3:19])[CH:18]=2)=[N:11]\[OH:12])=[C:22]([CH3:28])[CH:23]=1, predict the reactants needed to synthesize it. The reactants are: Br[C:2]1[CH:7]=[CH:6][C:5]([CH:8]([C:21]2[CH:26]=[CH:25][C:24]([F:27])=[CH:23][C:22]=2[CH3:28])[CH2:9]/[C:10](/[C:13]2[CH:14]=[CH:15][C:16](=[O:20])[N:17]([CH3:19])[CH:18]=2)=[N:11]\[OH:12])=[CH:4][CH:3]=1.[NH:29]1[C:33]([C:34]2[CH:39]=[CH:38][C:37](B(O)O)=[CH:36][CH:35]=2)=[N:32][N:31]=[N:30]1.C(=O)([O-])[O-].[Na+].[Na+].C(O)(=O)CC(CC(O)=O)(C(O)=O)O. (3) Given the product [CH3:1][O:2][C:3]1[C:13]2[C:12]([C:14]3[CH:19]=[CH:18][CH:17]=[C:16]([CH2:20][CH2:21][CH2:22][O:23][CH3:24])[CH:15]=3)=[N:11][CH2:10][C:9](=[O:25])[N:8]([CH3:26])[C:7]=2[CH:6]=[C:5]([O:27][CH3:28])[C:4]=1[C:29]1[CH:30]=[CH:31][CH:32]=[CH:33][CH:34]=1, predict the reactants needed to synthesize it. The reactants are: [CH3:1][O:2][C:3]1[C:13]2[C:12]([C:14]3[CH:19]=[CH:18][CH:17]=[C:16]([C:20]#[C:21][CH2:22][O:23][CH3:24])[CH:15]=3)=[N:11][CH2:10][C:9](=[O:25])[N:8]([CH3:26])[C:7]=2[CH:6]=[C:5]([O:27][CH3:28])[C:4]=1[C:29]1[CH:34]=[CH:33][CH:32]=[CH:31][CH:30]=1. (4) Given the product [C:1]([O:5][C:6](=[O:21])[NH:7][C@H:8]([CH:19]=[O:20])[CH2:9][C:10]1[CH:15]=[CH:14][CH:13]=[C:12]([N+:16]([O-:18])=[O:17])[CH:11]=1)([CH3:2])([CH3:4])[CH3:3], predict the reactants needed to synthesize it. The reactants are: [C:1]([O:5][C:6](=[O:21])[NH:7][C@H:8]([CH2:19][OH:20])[CH2:9][C:10]1[CH:15]=[CH:14][CH:13]=[C:12]([N+:16]([O-:18])=[O:17])[CH:11]=1)([CH3:4])([CH3:3])[CH3:2].CC(OI1(OC(C)=O)(OC(C)=O)OC(=O)C2C=CC=CC1=2)=O.CCOC(C)=O.CCCCCC. (5) Given the product [F:23][C:21]1[CH:20]=[CH:19][C:18]([NH:24][C:25]2[C:26]3[C:33]([CH3:34])=[C:32]([C:35]([NH2:37])=[O:36])[S:31][C:27]=3[N:28]=[CH:29][N:30]=2)=[C:17]([O:16][C@H:13]2[CH2:14][CH2:15][C@H:10]([NH:9][CH:5]3[CH2:6][CH2:7][N:2]([CH3:1])[CH2:3][CH2:4]3)[CH2:11][CH2:12]2)[CH:22]=1, predict the reactants needed to synthesize it. The reactants are: [CH3:1][N:2]1[CH2:7][CH2:6][C:5](=O)[CH2:4][CH2:3]1.[NH2:9][C@H:10]1[CH2:15][CH2:14][C@H:13]([O:16][C:17]2[CH:22]=[C:21]([F:23])[CH:20]=[CH:19][C:18]=2[NH:24][C:25]2[C:26]3[C:33]([CH3:34])=[C:32]([C:35]([NH2:37])=[O:36])[S:31][C:27]=3[N:28]=[CH:29][N:30]=2)[CH2:12][CH2:11]1.C([BH3-])#N.[Na+]. (6) The reactants are: Br[C:2]1[N:3]([CH3:20])[N:4]=[C:5]2[C:10]=1[CH2:9][CH2:8][CH2:7][N:6]2[C:11]1[C:16]([CH3:17])=[CH:15][C:14]([CH3:18])=[CH:13][C:12]=1[CH3:19].C([Li])CCC.CCOCC.[C:31](Cl)(=[O:35])[CH2:32][CH2:33][CH3:34]. Given the product [CH3:20][N:3]1[C:2]([C:31](=[O:35])[CH2:32][CH2:33][CH3:34])=[C:10]2[C:5]([N:6]([C:11]3[C:16]([CH3:17])=[CH:15][C:14]([CH3:18])=[CH:13][C:12]=3[CH3:19])[CH2:7][CH2:8][CH2:9]2)=[N:4]1, predict the reactants needed to synthesize it. (7) Given the product [Cl:9][C:10]1[CH:11]=[C:12]([CH:15]=[CH:16][C:17]=1[Cl:18])[CH:13]=[N:2][OH:3], predict the reactants needed to synthesize it. The reactants are: Cl.[NH2:2][OH:3].C([O-])(=O)C.[Na+].[Cl:9][C:10]1[CH:11]=[C:12]([CH:15]=[CH:16][C:17]=1[Cl:18])[CH:13]=O.